Dataset: Reaction yield outcomes from USPTO patents with 853,638 reactions. Task: Predict the reaction yield, written as a fraction of the theoretical maximum amount of product (1.0 means a 100% yield; for example, 0.34 means a 34% yield). (1) The reactants are [CH3:1][C:2]1[CH:7]=[C:6]([C:8]2[N:12](C3CCCCO3)[CH:11]=[N:10][N:9]=2)[CH:5]=[CH:4][C:3]=1[C:19]1[N:24]=[C:23]2[NH:25][C:26](=[O:29])[CH2:27][NH:28][C:22]2=[N:21][CH:20]=1.CC1C=C(C2N(C3CCCCO3)C=NN=2)C=CC=1B1OC(C)(C)C(C)(C)O1.FC(F)(F)C(O)=O.BrC1N=C2NC(=O)CNC2=NC=1.[Cl:76]CCl.C(=O)([O-])[O-].[Na+].[Na+]. The catalyst is C1C=CC(P(C2C=CC=CC=2)[C-]2C=CC=C2)=CC=1.C1C=CC(P(C2C=CC=CC=2)[C-]2C=CC=C2)=CC=1.Cl[Pd]Cl.[Fe+2].C(O)(C)C.O1CCOCC1. The product is [ClH:76].[CH3:1][C:2]1[CH:7]=[C:6]([C:8]2[NH:12][CH:11]=[N:10][N:9]=2)[CH:5]=[CH:4][C:3]=1[C:19]1[N:24]=[C:23]2[NH:25][C:26](=[O:29])[CH2:27][NH:28][C:22]2=[N:21][CH:20]=1. The yield is 0.150. (2) The reactants are [Cl:1][C:2]1[CH:27]=[N:26][C:5]2[N:6]=[C:7]([N:13]3[CH2:17][CH2:16][C@@H:15]([NH:18]C(=O)OC(C)(C)C)[CH2:14]3)[C:8]3[N:9]([CH:10]=[N:11][N:12]=3)[C:4]=2[CH:3]=1.C(O)(C(F)(F)F)=O. The product is [Cl:1][C:2]1[CH:27]=[N:26][C:5]2[N:6]=[C:7]([N:13]3[CH2:17][CH2:16][C@@H:15]([NH2:18])[CH2:14]3)[C:8]3[N:9]([CH:10]=[N:11][N:12]=3)[C:4]=2[CH:3]=1. The yield is 0.390. The catalyst is C(Cl)Cl.